Dataset: Reaction yield outcomes from USPTO patents with 853,638 reactions. Task: Predict the reaction yield, written as a fraction of the theoretical maximum amount of product (1.0 means a 100% yield; for example, 0.34 means a 34% yield). (1) The reactants are [F-].[K+].[Cl:3][C:4]1[CH:9]=[CH:8][C:7]([NH:10][C:11]([C:13]2[N:17]([CH3:18])[N:16]=[C:15]([O:19][CH:20]([F:22])[F:21])[C:14]=2I)=[O:12])=[CH:6][C:5]=1[C:24](=[O:31])[NH:25][CH2:26][C:27]([F:30])([F:29])[F:28].[F:32][C:33]([Si](C)(C)C)([F:35])[F:34]. The yield is 0.130. The product is [Cl:3][C:4]1[CH:9]=[CH:8][C:7]([NH:10][C:11]([C:13]2[N:17]([CH3:18])[N:16]=[C:15]([O:19][CH:20]([F:22])[F:21])[C:14]=2[C:33]([F:35])([F:34])[F:32])=[O:12])=[CH:6][C:5]=1[C:24](=[O:31])[NH:25][CH2:26][C:27]([F:30])([F:29])[F:28]. The catalyst is [Cu]I.CN(C)C=O. (2) The reactants are Br[CH2:2][C:3]1[CH:4]=[C:5]([C:11]2[S:12][CH:13]=[CH:14][CH:15]=2)[CH:6]=[CH:7][C:8]=1[O:9][CH3:10].[C:16]([O-])([O-])=[O:17].[K+].[K+].[CH2:22]([O:24][C:25]([C:27]1[CH:28]=[C:29](B(O)O)[CH:30]=[CH:31][CH:32]=1)=[O:26])[CH3:23]. The catalyst is [Pd](Cl)Cl.C1(P(C2C=CC=CC=2)C2C=CC=CC=2)C=CC=CC=1.C1(P(C2C=CC=CC=2)C2C=CC=CC=2)C=CC=CC=1. The product is [CH2:22]([O:24][C:25](=[O:26])[C:27]1[CH:32]=[CH:31][CH:30]=[C:29]([C:16](=[O:17])[CH2:2][C:3]2[CH:4]=[C:5]([C:11]3[S:12][CH:13]=[CH:14][CH:15]=3)[CH:6]=[CH:7][C:8]=2[O:9][CH3:10])[CH:28]=1)[CH3:23]. The yield is 0.300. (3) The reactants are [Cl:1][C:2]1[C:6]([C:7](OCC)=[O:8])=[CH:5][N:4]([C:12]2[S:16][C:15]([C:17]([F:20])([F:19])[F:18])=[N:14][CH:13]=2)[N:3]=1.CC(C[AlH]CC(C)C)C. The catalyst is C(Cl)Cl. The product is [Cl:1][C:2]1[C:6]([CH2:7][OH:8])=[CH:5][N:4]([C:12]2[S:16][C:15]([C:17]([F:20])([F:18])[F:19])=[N:14][CH:13]=2)[N:3]=1. The yield is 0.970. (4) The reactants are [CH2:1]([O:3][CH:4]([O:7][CH2:8][CH3:9])[CH2:5][NH2:6])[CH3:2].Br[CH2:11][CH2:12][C:13]([O:15][C:16]([CH3:19])([CH3:18])[CH3:17])=[O:14]. No catalyst specified. The product is [CH2:1]([O:3][CH:4]([O:7][CH2:8][CH3:9])[CH2:5][NH:6][CH2:11][CH2:12][C:13]([O:15][C:16]([CH3:19])([CH3:18])[CH3:17])=[O:14])[CH3:2]. The yield is 0.250. (5) The product is [CH3:1][C:2]1[CH:7]=[C:6]([O:8][CH2:9][C:10]2[N:11]=[C:12](/[CH:15]=[CH:16]/[C:17]3[CH:18]=[CH:19][C:20]([O:23][C:24]([F:25])([F:26])[F:27])=[CH:21][CH:22]=3)[O:13][CH:14]=2)[CH:5]=[CH:4][C:3]=1[CH2:28][CH2:29][CH2:30][CH2:31][C:32]1[N:33]=[N:34][NH:35][CH:36]=1. The yield is 0.340. The reactants are [CH3:1][C:2]1[CH:7]=[C:6]([O:8][CH2:9][C:10]2[N:11]=[C:12](/[CH:15]=[CH:16]/[C:17]3[CH:22]=[CH:21][C:20]([O:23][C:24]([F:27])([F:26])[F:25])=[CH:19][CH:18]=3)[O:13][CH:14]=2)[CH:5]=[CH:4][C:3]=1[CH2:28][CH2:29][CH2:30][CH2:31][C:32]1[N:33]=[N:34][N:35](C(C2C=CC=CC=2)(C2C=CC=CC=2)C2C=CC=CC=2)[CH:36]=1.C(O)=O.C1COCC1.[OH-].[Na+]. The catalyst is O.